Dataset: Reaction yield outcomes from USPTO patents with 853,638 reactions. Task: Predict the reaction yield, written as a fraction of the theoretical maximum amount of product (1.0 means a 100% yield; for example, 0.34 means a 34% yield). (1) The reactants are [OH:1][C@H:2]1[CH2:7][CH2:6][C@H:5]([N:8]2[C:13](=[O:14])[C:12]([CH2:15][C:16]3[CH:21]=[CH:20][C:19]([C:22]4[C:23]([C:28]#[N:29])=[CH:24][CH:25]=[CH:26][CH:27]=4)=[C:18]([CH3:30])[CH:17]=3)=[C:11]([CH2:31][CH2:32][CH3:33])[N:10]3[N:34]=[CH:35][CH:36]=[C:9]23)[CH2:4][CH2:3]1.[N+:37](=CC(OCC)=O)=[N-].[C:45]([O:48]CC)(=[O:47])C.[OH2:51].[C:52]1([CH3:58])[CH:57]=CC=C[CH:53]=1. The catalyst is C([O-])(=O)C.[Rh+3].C([O-])(=O)C.C([O-])(=O)C. The product is [OH:51][C:52]([CH3:58])([CH3:57])[CH2:53][O:1][C@H:2]1[CH2:3][CH2:4][C@H:5]([N:8]2[C:13](=[O:14])[C:12]([CH2:15][C:16]3[CH:21]=[CH:20][C:19]([C:22]4[CH:27]=[CH:26][CH:25]=[CH:24][C:23]=4[C:28]4[NH:37][C:45](=[O:47])[O:48][N:29]=4)=[C:18]([CH3:30])[CH:17]=3)=[C:11]([CH2:31][CH2:32][CH3:33])[N:10]3[N:34]=[CH:35][CH:36]=[C:9]23)[CH2:6][CH2:7]1. The yield is 0.280. (2) The reactants are CCN(C(C)C)C(C)C.[CH3:10][NH:11][C:12](=[O:22])[C:13]1[CH:21]=[CH:20][C:16]([C:17](O)=[O:18])=[CH:15][CH:14]=1.CCN=C=NCCCN(C)C.C1C=CC2N(O)N=NC=2C=1.[NH2:44][CH2:45][C:46]([N:48]1[CH2:53][CH2:52][N:51]([C:54](=[O:65])[C:55]2[CH:60]=[CH:59][CH:58]=[CH:57][C:56]=2[C:61]([F:64])([F:63])[F:62])[CH2:50][CH2:49]1)=[O:47].Cl. The catalyst is CN(C=O)C.O. The product is [CH3:10][NH:11][C:12](=[O:22])[C:13]1[CH:21]=[CH:20][C:16]([C:17]([NH:44][CH2:45][C:46](=[O:47])[N:48]2[CH2:49][CH2:50][N:51]([C:54](=[O:65])[C:55]3[CH:60]=[CH:59][CH:58]=[CH:57][C:56]=3[C:61]([F:64])([F:62])[F:63])[CH2:52][CH2:53]2)=[O:18])=[CH:15][CH:14]=1. The yield is 0.157. (3) The reactants are [NH:1]1[C:10]2[C:5](=[CH:6][CH:7]=[CH:8][CH:9]=2)[CH2:4][CH2:3][CH:2]1[CH2:11][NH:12][C:13]([NH:15][C:16]1[CH:24]=[CH:23][CH:22]=[C:21]2[C:17]=1[CH:18]=[N:19][N:20]2[C:25]([O:27][CH3:28])=[O:26])=[O:14].[CH2:29](Br)[C:30]1[CH:35]=[CH:34][CH:33]=[CH:32][CH:31]=1.C(=O)([O-])[O-].[K+].[K+]. The catalyst is O1CCCC1.C(OCC)(=O)C. The product is [CH2:29]([N:1]1[C:10]2[C:5](=[CH:6][CH:7]=[CH:8][CH:9]=2)[CH2:4][CH2:3][CH:2]1[CH2:11][NH:12][C:13]([NH:15][C:16]1[CH:24]=[CH:23][CH:22]=[C:21]2[C:17]=1[CH:18]=[N:19][N:20]2[C:25]([O:27][CH3:28])=[O:26])=[O:14])[C:30]1[CH:35]=[CH:34][CH:33]=[CH:32][CH:31]=1. The yield is 0.720. (4) The reactants are [C:1]([O:5][C:6]([N:8]1[C:12]([C:14]2[CH:19]=[CH:18][CH:17]=[C:16]([Br:20])[CH:15]=2)([CH3:13])[CH2:11][O:10][S:9]1=[O:21])=[O:7])([CH3:4])([CH3:3])[CH3:2].[OH2:22]. The catalyst is CC#N. The product is [C:1]([O:5][C:6]([N:8]1[C:12]([C:14]2[CH:19]=[CH:18][CH:17]=[C:16]([Br:20])[CH:15]=2)([CH3:13])[CH2:11][O:10][S:9]1(=[O:22])=[O:21])=[O:7])([CH3:2])([CH3:3])[CH3:4]. The yield is 1.00. (5) The reactants are Cl[C:2]1[C:7]([C:8]#[N:9])=[C:6]([C:10]2[CH:15]=[CH:14][C:13]([O:16][CH2:17][CH2:18][OH:19])=[CH:12][CH:11]=2)[C:5]([C:20]#[N:21])=[C:4]([S:22][CH2:23][C:24]2[N:25]=[C:26]([C:29]3[CH:34]=[CH:33][C:32]([Cl:35])=[CH:31][CH:30]=3)[S:27][CH:28]=2)[N:3]=1.Cl.[F:37][CH:38]([F:41])[CH2:39][NH2:40].C(N(CC)C(C)C)(C)C. The catalyst is O1CCCC1. The product is [Cl:35][C:32]1[CH:33]=[CH:34][C:29]([C:26]2[S:27][CH:28]=[C:24]([CH2:23][S:22][C:4]3[C:5]([C:20]#[N:21])=[C:6]([C:10]4[CH:11]=[CH:12][C:13]([O:16][CH2:17][CH2:18][OH:19])=[CH:14][CH:15]=4)[C:7]([C:8]#[N:9])=[C:2]([NH:40][CH2:39][CH:38]([F:41])[F:37])[N:3]=3)[N:25]=2)=[CH:30][CH:31]=1. The yield is 0.510.